Task: Predict the product of the given reaction.. Dataset: Forward reaction prediction with 1.9M reactions from USPTO patents (1976-2016) (1) Given the reactants COC(C1C=CC(C(O)=O)=NC=1)=O.C(N)(C)C.[CH:18]([NH:21][C:22]([C:24]1[CH:33]=[CH:32][C:27]([C:28]([O:30]C)=[O:29])=[CH:26][N:25]=1)=[O:23])([CH3:20])[CH3:19], predict the reaction product. The product is: [CH:18]([NH:21][C:22]([C:24]1[CH:33]=[CH:32][C:27]([C:28]([OH:30])=[O:29])=[CH:26][N:25]=1)=[O:23])([CH3:20])[CH3:19]. (2) The product is: [O:42]1[C:43]2[CH:49]=[CH:48][CH:47]=[CH:46][C:44]=2[N:45]=[C:41]1[CH:39]([C@@H:38]([NH:37][C:11](=[O:13])[C@@H:10]([NH:14][C:15]1[S:16][C:17]([N+:20]([O-:22])=[O:21])=[CH:18][N:19]=1)[CH2:9][S:8][CH2:1][C:2]1[CH:3]=[CH:4][CH:5]=[CH:6][CH:7]=1)[CH2:50][CH2:51][CH3:52])[OH:40]. Given the reactants [CH2:1]([S:8][CH2:9][C@H:10]([NH:14][C:15]1[S:16][C:17]([N+:20]([O-:22])=[O:21])=[CH:18][N:19]=1)[C:11]([OH:13])=O)[C:2]1[CH:7]=[CH:6][CH:5]=[CH:4][CH:3]=1.C1C=CC2N(O)N=NC=2C=1.C(Cl)CCl.[NH2:37][CH:38]([CH2:50][CH2:51][CH3:52])[C@@H:39]([C:41]1[O:42][C:43]2[CH:49]=[CH:48][CH:47]=[CH:46][C:44]=2[N:45]=1)[OH:40].CN1CCOCC1, predict the reaction product. (3) Given the reactants Cl[C:2]1[N:3]=[C:4]2[CH:20]=[C:19]([Cl:21])[CH:18]=[N:17][C:5]2=[N:6][C:7]=1[N:8]1[CH2:13][CH2:12][N:11]([CH:14]2[CH2:16][CH2:15]2)[CH2:10][CH2:9]1.O.[NH2:23][NH2:24], predict the reaction product. The product is: [Cl:21][C:19]1[CH:18]=[N:17][C:5]2=[N:6][C:7]([N:8]3[CH2:13][CH2:12][N:11]([CH:14]4[CH2:16][CH2:15]4)[CH2:10][CH2:9]3)=[C:2]([NH:23][NH2:24])[N:3]=[C:4]2[CH:20]=1. (4) The product is: [Br:1][C:2]1[CH:11]=[C:6]([C:7]2[O:8][C:14]([CH3:15])=[N:10][N:9]=2)[CH:5]=[N:4][CH:3]=1. Given the reactants [Br:1][C:2]1[CH:3]=[N:4][CH:5]=[C:6]([CH:11]=1)[C:7]([NH:9][NH2:10])=[O:8].CO[C:14](OC)(OC)[CH3:15].Cl.C1CCN2C(=NCCC2)CC1, predict the reaction product. (5) Given the reactants [F:1][C:2]1[CH:7]=[CH:6][C:5]([C:8]2[O:9][C:10]3[CH:20]=[CH:19][C:18]([O:21][CH:22]([CH3:24])[CH3:23])=[CH:17][C:11]=3[C:12]=2[C:13]([O:15][CH3:16])=[O:14])=[CH:4][CH:3]=1.[N+:25]([O-])([OH:27])=[O:26], predict the reaction product. The product is: [F:1][C:2]1[CH:7]=[CH:6][C:5]([C:8]2[O:9][C:10]3[CH:20]=[C:19]([N+:25]([O-:27])=[O:26])[C:18]([O:21][CH:22]([CH3:24])[CH3:23])=[CH:17][C:11]=3[C:12]=2[C:13]([O:15][CH3:16])=[O:14])=[CH:4][CH:3]=1. (6) Given the reactants [CH:1]([CH:3]1[CH2:8][CH2:7][N:6]([C:9]([O:11][CH2:12][C:13]2[CH:18]=[CH:17][CH:16]=[CH:15][CH:14]=2)=[O:10])[CH2:5][CH2:4]1)=O.[N:19]1([C:25]([O:27][C:28]([CH3:31])([CH3:30])[CH3:29])=[O:26])[CH2:24][CH2:23][NH:22][CH2:21][CH2:20]1.C(O[BH-](OC(=O)C)OC(=O)C)(=O)C.[Na+], predict the reaction product. The product is: [CH2:12]([O:11][C:9]([N:6]1[CH2:7][CH2:8][CH:3]([CH2:1][N:22]2[CH2:21][CH2:20][N:19]([C:25]([O:27][C:28]([CH3:31])([CH3:30])[CH3:29])=[O:26])[CH2:24][CH2:23]2)[CH2:4][CH2:5]1)=[O:10])[C:13]1[CH:18]=[CH:17][CH:16]=[CH:15][CH:14]=1. (7) Given the reactants [CH2:1]([C@@H:8]1[CH2:13][N:12]([CH2:14][C:15]2[CH:20]=[CH:19][CH:18]=[CH:17][CH:16]=2)[CH2:11][CH2:10][N:9]1[C:21]([C:23]1[N:24]=[CH:25][N:26]([CH2:34][CH2:35][N:36]([CH:44]2[CH2:49][CH2:48][O:47][CH2:46][CH2:45]2)C(=O)OC(C)(C)C)[C:27]=1[C:28]1[CH:33]=[CH:32][CH:31]=[CH:30][CH:29]=1)=[O:22])[C:2]1[CH:7]=[CH:6][CH:5]=[CH:4][CH:3]=1.C(O)(C(F)(F)F)=O.C(=O)(O)[O-].[Na+].C(=O)([O-])[O-].[K+].[K+], predict the reaction product. The product is: [CH2:1]([C@@H:8]1[CH2:13][N:12]([CH2:14][C:15]2[CH:16]=[CH:17][CH:18]=[CH:19][CH:20]=2)[CH2:11][CH2:10][N:9]1[C:21]([C:23]1[N:24]=[CH:25][N:26]([CH2:34][CH2:35][NH:36][CH:44]2[CH2:45][CH2:46][O:47][CH2:48][CH2:49]2)[C:27]=1[C:28]1[CH:29]=[CH:30][CH:31]=[CH:32][CH:33]=1)=[O:22])[C:2]1[CH:3]=[CH:4][CH:5]=[CH:6][CH:7]=1.